This data is from Catalyst prediction with 721,799 reactions and 888 catalyst types from USPTO. The task is: Predict which catalyst facilitates the given reaction. (1) Reactant: COCN[C:5]([C:7]1[CH:8]=[N:9][N:10]([C:12]2[CH:17]=[CH:16][C:15]([O:18][CH2:19][CH2:20][CH2:21][N:22]3[CH2:26][CH2:25][CH2:24][C@H:23]3[CH3:27])=[CH:14][CH:13]=2)[CH:11]=1)=[O:6].[F:28][C:29]1[CH:34]=[CH:33][C:32]([Mg]Br)=[CH:31][CH:30]=1. Product: [F:28][C:29]1[CH:34]=[CH:33][C:32]([C:5]([C:7]2[CH:8]=[N:9][N:10]([C:12]3[CH:13]=[CH:14][C:15]([O:18][CH2:19][CH2:20][CH2:21][N:22]4[CH2:26][CH2:25][CH2:24][C@H:23]4[CH3:27])=[CH:16][CH:17]=3)[CH:11]=2)=[O:6])=[CH:31][CH:30]=1. The catalyst class is: 627. (2) Reactant: [CH2:1]([O:8][C:9]([N:11]([CH2:19][CH2:20][CH2:21][OH:22])[C:12]1[CH:17]=[CH:16][CH:15]=[CH:14][N+:13]=1[O-:18])=[O:10])[C:2]1[CH:7]=[CH:6][CH:5]=[CH:4][CH:3]=1.C(N(CC)CC)C.[CH3:30][S:31](Cl)(=[O:33])=[O:32]. Product: [CH3:30][S:31]([O:22][CH2:21][CH2:20][CH2:19][N:11]([C:9]([O:8][CH2:1][C:2]1[CH:7]=[CH:6][CH:5]=[CH:4][CH:3]=1)=[O:10])[C:12]1[CH:17]=[CH:16][CH:15]=[CH:14][N+:13]=1[O-:18])(=[O:33])=[O:32]. The catalyst class is: 4. (3) Reactant: [C:1]([CH:3]1[CH2:5][CH2:4]1)#[CH:2].[O:6]1[C:10]2[CH:11]=[CH:12][CH:13]=[CH:14][C:9]=2[O:8][BH:7]1. Product: [CH:3]1(/[CH:1]=[CH:2]/[B:7]2[O:8][C:9]3[CH:14]=[CH:13][CH:12]=[CH:11][C:10]=3[O:6]2)[CH2:5][CH2:4]1. The catalyst class is: 7. (4) Reactant: [C:1]([C:4]1[C:12]2[O:11][C:10]([CH:13]3[CH2:16][N:15](C(OCC4C=CC=CC=4)=O)[CH2:14]3)=[N:9][C:8]=2[CH:7]=[CH:6][CH:5]=1)(=[O:3])[NH2:2]. The catalyst class is: 43. Product: [NH:15]1[CH2:14][CH:13]([C:10]2[O:11][C:12]3[C:4]([C:1]([NH2:2])=[O:3])=[CH:5][CH:6]=[CH:7][C:8]=3[N:9]=2)[CH2:16]1. (5) Reactant: Br[C:2]1[CH:7]=[C:6]([Br:8])[CH:5]=[C:4]([Br:9])[CH:3]=1.[Li]CCCC.[CH:15](=[O:22])[C:16]1[CH:21]=[CH:20][CH:19]=[CH:18][CH:17]=1. Product: [Br:9][C:4]1[CH:3]=[C:2]([CH:15]([C:16]2[CH:21]=[CH:20][CH:19]=[CH:18][CH:17]=2)[OH:22])[CH:7]=[C:6]([Br:8])[CH:5]=1. The catalyst class is: 757. (6) Reactant: [N:1]1[C:10]2[C:5](=C[CH:7]=[C:8]3[CH:14]=[CH:13][CH:12]=[CH:11][C:9]3=2)[CH:4]=[CH:3][CH:2]=1.[OH-].[K+].[O-:17][Mn](=O)(=O)=O.[K+]. Product: [N:1]1[CH:2]=[CH:3][CH:4]=[C:5]2[C:7](=[O:17])[C:8]3[C:9]([C:10]=12)=[CH:11][CH:12]=[CH:13][CH:14]=3. The catalyst class is: 6. (7) Reactant: [H-].[Al+3].[Li+].[H-].[H-].[H-].[NH2:7][C:8]1([C:14](O)=[O:15])[CH2:13][CH2:12][CH2:11][CH2:10][CH2:9]1.O.[OH-].[Na+]. Product: [NH2:7][C:8]1([CH2:14][OH:15])[CH2:13][CH2:12][CH2:11][CH2:10][CH2:9]1. The catalyst class is: 1. (8) Reactant: [CH2:1]([O:3][C:4]1[C@H:5]([CH2:16][CH2:17][CH2:18][CH2:19][CH2:20][CH:21]=[CH2:22])[N:6]=C(OCC)[C@@H](C(C)C)N=1)[CH3:2].Cl.C([O-])(O)=[O:25].[Na+]. The catalyst class is: 10. Product: [CH2:1]([O:3][C:4](=[O:25])[C@@H:5]([NH2:6])[CH2:16][CH2:17][CH2:18][CH2:19][CH2:20][CH:21]=[CH2:22])[CH3:2].